From a dataset of Retrosynthesis with 50K atom-mapped reactions and 10 reaction types from USPTO. Predict the reactants needed to synthesize the given product. (1) Given the product O=C(O)Cc1ccc(OCCCCl)cc1, predict the reactants needed to synthesize it. The reactants are: ClCCCBr.O=C(O)Cc1ccc(O)cc1. (2) Given the product O=C(O)C(F)(F)F, predict the reactants needed to synthesize it. The reactants are: CC(C)(C)OC(=O)N[C@H](C(=O)Nc1cc2[nH]c(-c3ccccc3)c3cn[nH]c(=O)c(c1)c23)C1CCCCC1. (3) Given the product CS(=O)(=O)c1ccc(-c2ccccc2[N+](=O)[O-])cc1, predict the reactants needed to synthesize it. The reactants are: CS(=O)(=O)c1ccc(I)cc1.O=[N+]([O-])c1ccccc1Br. (4) Given the product CC(C)C[C@H](NC(=O)c1cc2ccccc2s1)C(=O)NCCCN(C)S(=O)(=O)c1sccc1C#N, predict the reactants needed to synthesize it. The reactants are: CC(C)C[C@H](NC(=O)c1cc2ccccc2s1)C(=O)NCCCN(C)S(=O)(=O)c1sccc1Br.[C-]#N. (5) Given the product CC(C)c1nc(CCO)n(Cc2ccccc2N)c1Sc1cc(Cl)cc(Cl)c1, predict the reactants needed to synthesize it. The reactants are: CC(C)c1nc(CCO)n(Cc2ccccc2[N+](=O)[O-])c1Sc1cc(Cl)cc(Cl)c1. (6) Given the product COc1cccc(Nc2nc3cc(CO)ccc3[nH]2)c1, predict the reactants needed to synthesize it. The reactants are: COC(=O)c1ccc2[nH]c(Nc3cccc(OC)c3)nc2c1.